This data is from Full USPTO retrosynthesis dataset with 1.9M reactions from patents (1976-2016). The task is: Predict the reactants needed to synthesize the given product. (1) Given the product [CH3:21][CH:9]1[C:8]2[CH:22]=[C:4]3[NH:31][C:25](=[O:27])[CH2:24][O:23][C:5]3=[CH:6][C:7]=2[CH2:13][CH2:12][N:11]([C:14]([O:16][C:17]([CH3:19])([CH3:18])[CH3:20])=[O:15])[CH2:10]1, predict the reactants needed to synthesize it. The reactants are: C([C:4]1[C:5]([O:23][CH2:24][C:25]([O:27]CC)=O)=[CH:6][C:7]2[CH2:13][CH2:12][N:11]([C:14]([O:16][C:17]([CH3:20])([CH3:19])[CH3:18])=[O:15])[CH2:10][CH:9]([CH3:21])[C:8]=2[CH:22]=1)(=O)C.Cl.[NH2:31]O.[OH-].[Na+].C(OC(OC(C)(C)C)=O)(OC(C)(C)C)=O. (2) The reactants are: [CH3:1][C:2]1[CH:3]=[C:4]([CH:22]=[CH:23][C:24]=1[CH3:25])[C:5]([C:7]1[C:16](=[O:17])[C:15]2[C:10](=[CH:11][CH:12]=[C:13]([C:18]([F:21])([F:20])[F:19])[CH:14]=2)[NH:9][CH:8]=1)=[O:6].[H-].[Na+].Br.Br[CH2:30][C:31]1[CH:36]=[CH:35][CH:34]=[CH:33][N:32]=1. Given the product [CH3:1][C:2]1[CH:3]=[C:4]([CH:22]=[CH:23][C:24]=1[CH3:25])[C:5]([C:7]1[C:16](=[O:17])[C:15]2[C:10](=[CH:11][CH:12]=[C:13]([C:18]([F:21])([F:19])[F:20])[CH:14]=2)[N:9]([CH2:30][C:31]2[CH:36]=[CH:35][CH:34]=[CH:33][N:32]=2)[CH:8]=1)=[O:6], predict the reactants needed to synthesize it.